From a dataset of Cav3 T-type calcium channel HTS with 100,875 compounds. Binary Classification. Given a drug SMILES string, predict its activity (active/inactive) in a high-throughput screening assay against a specified biological target. (1) The drug is S(c1n(c(nn1)CNc1scc(n1)c1ccccc1)C)CC(OC(C)C)=O. The result is 0 (inactive). (2) The molecule is Brc1c(C(=O)Nc2cc(NC(=O)CCCC)ccc2)cccc1. The result is 0 (inactive). (3) The drug is O\C(=C1\C(N(C(=O)C1=O)c1noc(c1)C)c1ccc(cc1)C(OC)=O)c1ccc(OCCC)cc1. The result is 0 (inactive).